The task is: Predict the product of the given reaction.. This data is from Forward reaction prediction with 1.9M reactions from USPTO patents (1976-2016). (1) The product is: [OH:5][NH:4][C:8](=[O:7])[CH:9]([N:14]([CH3:39])[C:15]([C:17]1[CH:22]=[CH:21][C:20]([C:23]2[CH:28]=[CH:27][C:26]([O:29][CH2:30][CH2:31][CH2:32][N:33]3[CH2:34][CH2:35][O:36][CH2:37][CH2:38]3)=[CH:25][CH:24]=2)=[CH:19][CH:18]=1)=[O:16])[C:10]([NH:12][CH3:13])=[O:11]. Given the reactants C(O)C.[NH2:4][OH:5].C[O:7][C:8](=O)[CH:9]([N:14]([CH3:39])[C:15]([C:17]1[CH:22]=[CH:21][C:20]([C:23]2[CH:28]=[CH:27][C:26]([O:29][CH2:30][CH2:31][CH2:32][N:33]3[CH2:38][CH2:37][O:36][CH2:35][CH2:34]3)=[CH:25][CH:24]=2)=[CH:19][CH:18]=1)=[O:16])[C:10]([NH:12][CH3:13])=[O:11], predict the reaction product. (2) The product is: [C:15]([O:14][CH2:13][CH:2]([O:1][C:15](=[O:31])[CH2:16][CH2:17][CH2:18][CH2:19][CH2:20][CH2:21][CH2:22][CH2:23][CH2:24][CH2:25][CH2:26][CH2:27][CH2:28][CH2:29][CH3:30])[C:3]([O:5][CH2:6][C:7]1[CH:12]=[CH:11][CH:10]=[CH:9][CH:8]=1)=[O:4])(=[O:31])[CH2:16][CH2:17][CH2:18][CH2:19][CH2:20][CH2:21][CH2:22][CH2:23][CH2:24][CH2:25][CH2:26][CH2:27][CH2:28][CH2:29][CH3:30]. Given the reactants [OH:1][CH:2]([CH2:13][OH:14])[C:3]([O:5][CH2:6][C:7]1[CH:12]=[CH:11][CH:10]=[CH:9][CH:8]=1)=[O:4].[C:15](Cl)(=[O:31])[CH2:16][CH2:17][CH2:18][CH2:19][CH2:20][CH2:21][CH2:22][CH2:23][CH2:24][CH2:25][CH2:26][CH2:27][CH2:28][CH2:29][CH3:30], predict the reaction product. (3) Given the reactants C(OC([N:8]1[CH2:13][CH2:12][C:11](=[C:14]([C:25]2[CH:30]=[CH:29][C:28]([C:31](=[O:37])[N:32]([CH2:34][CH2:35][OH:36])[CH3:33])=[CH:27][CH:26]=2)[C:15]2[CH:16]=[CH:17][CH:18]=[C:19]3[C:24]=2[N:23]=[CH:22][CH:21]=[CH:20]3)[CH2:10][CH2:9]1)=O)(C)(C)C.Cl, predict the reaction product. The product is: [OH:36][CH2:35][CH2:34][N:32]([CH3:33])[C:31](=[O:37])[C:28]1[CH:27]=[CH:26][C:25]([C:14](=[C:11]2[CH2:12][CH2:13][NH:8][CH2:9][CH2:10]2)[C:15]2[CH:16]=[CH:17][CH:18]=[C:19]3[C:24]=2[N:23]=[CH:22][CH:21]=[CH:20]3)=[CH:30][CH:29]=1. (4) Given the reactants [NH:1]([CH2:6][C:7]([OH:9])=[O:8])[CH2:2][C:3]([OH:5])=[O:4].[CH2:10]([N:12]([CH2:15][CH3:16])[CH2:13][CH3:14])[CH3:11], predict the reaction product. The product is: [CH2:10]([N:12]([CH2:15][CH3:16])[CH2:13][CH3:14])[CH3:11].[NH:1]([CH2:6][C:7]([OH:9])=[O:8])[CH2:2][C:3]([OH:5])=[O:4]. (5) Given the reactants [CH3:1][O:2][C:3](=[O:37])[CH:4]([C:16]1[CH:21]=[CH:20][C:19]([O:22][C:23]2[CH:28]=[CH:27][C:26]([CH:29]=[C:30]3[S:34][C:33](=[O:35])[NH:32][C:31]3=[O:36])=[CH:25][CH:24]=2)=[CH:18][CH:17]=1)[CH2:5][C:6]1[CH:11]=[C:10]([O:12][CH3:13])[CH:9]=[C:8]([O:14][CH3:15])[CH:7]=1, predict the reaction product. The product is: [CH3:1][O:2][C:3](=[O:37])[CH:4]([C:16]1[CH:21]=[CH:20][C:19]([O:22][C:23]2[CH:28]=[CH:27][C:26]([CH2:29][CH:30]3[S:34][C:33](=[O:35])[NH:32][C:31]3=[O:36])=[CH:25][CH:24]=2)=[CH:18][CH:17]=1)[CH2:5][C:6]1[CH:11]=[C:10]([O:12][CH3:13])[CH:9]=[C:8]([O:14][CH3:15])[CH:7]=1. (6) Given the reactants [CH:1]1([C:4]2[O:5][C:6]3[C:12]([C:13]([OH:15])=O)=[CH:11][C:10]4[N:16]=[C:17]([NH:19][C:20]5[C:25]([Cl:26])=[CH:24][CH:23]=[CH:22][C:21]=5[Cl:27])[NH:18][C:9]=4[C:7]=3[N:8]=2)[CH2:3][CH2:2]1.S(Cl)(Cl)=O.[C:32]([C:36]1[CH:42]=[CH:41][C:39]([NH2:40])=[CH:38][CH:37]=1)([CH3:35])([CH3:34])[CH3:33].[H-].[Na+], predict the reaction product. The product is: [C:32]([C:36]1[CH:37]=[CH:38][C:39]([NH:40][C:13]([C:12]2[C:6]3[O:5][C:4]([CH:1]4[CH2:2][CH2:3]4)=[N:8][C:7]=3[C:9]3[NH:18][C:17]([NH:19][C:20]4[C:25]([Cl:26])=[CH:24][CH:23]=[CH:22][C:21]=4[Cl:27])=[N:16][C:10]=3[CH:11]=2)=[O:15])=[CH:41][CH:42]=1)([CH3:35])([CH3:33])[CH3:34]. (7) Given the reactants [OH:1][C:2]1[CH:11]=[C:10]([C:12]2[N:16]3[N:17]=[CH:18][CH:19]=[C:20]([N:21]4[CH2:26][CH2:25][O:24][CH2:23][CH2:22]4)[C:15]3=[N:14][C:13]=2/[CH:27]=[CH:28]/[C:29]2[CH:38]=[CH:37][C:36]3[C:31](=[CH:32][CH:33]=[CH:34][CH:35]=3)[N:30]=2)[CH:9]=[CH:8][C:3]=1[C:4]([O:6]C)=[O:5].[Li+].[OH-].O.Cl, predict the reaction product. The product is: [OH:1][C:2]1[CH:11]=[C:10]([C:12]2[N:16]3[N:17]=[CH:18][CH:19]=[C:20]([N:21]4[CH2:22][CH2:23][O:24][CH2:25][CH2:26]4)[C:15]3=[N:14][C:13]=2/[CH:27]=[CH:28]/[C:29]2[CH:38]=[CH:37][C:36]3[C:31](=[CH:32][CH:33]=[CH:34][CH:35]=3)[N:30]=2)[CH:9]=[CH:8][C:3]=1[C:4]([OH:6])=[O:5]. (8) Given the reactants [CH2:1]([O:8][C:9]1[C:10]([CH3:25])=[C:11]([CH:22]=[CH:23][CH:24]=1)[C:12]([O:14]CC1C=CC=CC=1)=[O:13])[C:2]1[CH:7]=[CH:6][CH:5]=[CH:4][CH:3]=1.[OH-].[Na+], predict the reaction product. The product is: [CH2:1]([O:8][C:9]1[C:10]([CH3:25])=[C:11]([CH:22]=[CH:23][CH:24]=1)[C:12]([OH:14])=[O:13])[C:2]1[CH:3]=[CH:4][CH:5]=[CH:6][CH:7]=1. (9) Given the reactants [CH3:1][O:2][C:3](=[O:19])[CH:4]([O:16][CH2:17][CH3:18])[CH2:5][C:6]1[C:14]2[CH:13]=[CH:12][S:11][C:10]=2[C:9]([OH:15])=[CH:8][CH:7]=1.C(OC(CC1C2SC=CC=2C(O[CH2:38][CH2:39][C:40]2[N:41]=[C:42]([C:46]3[CH:51]=[CH:50][C:49]([F:52])=[CH:48][C:47]=3[O:53][CH2:54][CH3:55])[O:43][C:44]=2[CH3:45])=CC=1)C(O)=O)C.C1(P(C2C=CC=CC=2)C2C=CC=CC=2)C=CC=CC=1.N(C(OCC)=O)=NC(OCC)=O, predict the reaction product. The product is: [CH3:1][O:2][C:3](=[O:19])[CH:4]([O:16][CH2:17][CH3:18])[CH2:5][C:6]1[C:14]2[CH:13]=[CH:12][S:11][C:10]=2[C:9]([O:15][CH2:38][CH2:39][C:40]2[N:41]=[C:42]([C:46]3[CH:51]=[CH:50][C:49]([F:52])=[CH:48][C:47]=3[O:53][CH2:54][CH3:55])[O:43][C:44]=2[CH3:45])=[CH:8][CH:7]=1. (10) Given the reactants [OH:1][CH2:2][C:3]([C:6]1[N:10]([CH3:11])[N:9]=[C:8]([N:12]2[C:20](=[O:21])[C:19]3[C:14](=[CH:15][CH:16]=[CH:17][CH:18]=3)[C:13]2=[O:22])[CH:7]=1)([CH3:5])[CH3:4].C(N(CC)CC)C.[CH3:30][S:31](Cl)(=[O:33])=[O:32].O, predict the reaction product. The product is: [CH3:30][S:31]([O:1][CH2:2][C:3]([C:6]1[N:10]([CH3:11])[N:9]=[C:8]([N:12]2[C:13](=[O:22])[C:14]3[C:19](=[CH:18][CH:17]=[CH:16][CH:15]=3)[C:20]2=[O:21])[CH:7]=1)([CH3:5])[CH3:4])(=[O:33])=[O:32].